Dataset: Full USPTO retrosynthesis dataset with 1.9M reactions from patents (1976-2016). Task: Predict the reactants needed to synthesize the given product. The reactants are: [H-].[H-].[H-].[H-].[Li+].[Al+3].[CH2:7]1[O:20][C:19]2[CH:18]=[CH:17][C:11]([C:12](OCC)=[O:13])=[CH:10][C:9]=2[O:8]1.[OH-].[Na+]. Given the product [CH2:7]1[O:8][C:9]2[CH:10]=[C:11]([CH2:12][OH:13])[CH:17]=[CH:18][C:19]=2[O:20]1, predict the reactants needed to synthesize it.